Dataset: Peptide-MHC class I binding affinity with 185,985 pairs from IEDB/IMGT. Task: Regression. Given a peptide amino acid sequence and an MHC pseudo amino acid sequence, predict their binding affinity value. This is MHC class I binding data. The peptide sequence is QPAGGKAEF. The MHC is HLA-B27:03 with pseudo-sequence HLA-B27:03. The binding affinity (normalized) is 0.0847.